This data is from Peptide-MHC class II binding affinity with 134,281 pairs from IEDB. The task is: Regression. Given a peptide amino acid sequence and an MHC pseudo amino acid sequence, predict their binding affinity value. This is MHC class II binding data. (1) The peptide sequence is GLRSDTTLLRALGAQ. The MHC is DRB1_1101 with pseudo-sequence DRB1_1101. The binding affinity (normalized) is 0.664. (2) The peptide sequence is LEDRVGLNHIIHSLR. The MHC is DRB1_0101 with pseudo-sequence DRB1_0101. The binding affinity (normalized) is 0.617. (3) The peptide sequence is AQQSKLAQRRVFHGV. The MHC is DRB1_1301 with pseudo-sequence DRB1_1301. The binding affinity (normalized) is 0.898. (4) The peptide sequence is RSSPANFEQKYIEDF. The MHC is DRB1_0101 with pseudo-sequence DRB1_0101. The binding affinity (normalized) is 0.151. (5) The peptide sequence is YDKFLANLSTVLTGK. The MHC is DRB1_0404 with pseudo-sequence DRB1_0404. The binding affinity (normalized) is 0.749. (6) The MHC is H-2-IAb with pseudo-sequence H-2-IAb. The peptide sequence is KVKSLKLLNTRRRQL. The binding affinity (normalized) is 0.0472.